From a dataset of Catalyst prediction with 721,799 reactions and 888 catalyst types from USPTO. Predict which catalyst facilitates the given reaction. (1) Reactant: Cl.[Cl:2][C:3]1[N:8]=[C:7]([NH:9][C:10]2[CH:11]=[C:12]3[C:17](=[CH:18][CH:19]=2)[N:16]=[C:15]([CH3:20])[CH:14]=[CH:13]3)[C:6]([N+:21]([O-])=O)=[CH:5][N:4]=1.[Cl-].[NH4+].C(O)C. Product: [Cl:2][C:3]1[N:8]=[C:7]([NH:9][C:10]2[CH:11]=[C:12]3[C:17](=[CH:18][CH:19]=2)[N:16]=[C:15]([CH3:20])[CH:14]=[CH:13]3)[C:6]([NH2:21])=[CH:5][N:4]=1. The catalyst class is: 693. (2) Product: [CH3:43][CH:42]([N:32]([S:29]([C:26]1[CH:27]=[CH:28][C:23]([C:20]2[CH:21]=[CH:22][C:17]([O:16][CH3:15])=[CH:18][CH:19]=2)=[CH:24][CH:25]=1)(=[O:31])=[O:30])[C:33](=[O:39])[O:34][C:35]([CH3:36])([CH3:38])[CH3:37])[C:41]#[CH:40]. The catalyst class is: 1. Reactant: N(C(OC(C)C)=O)=NC(OC(C)C)=O.[CH3:15][O:16][C:17]1[CH:22]=[CH:21][C:20]([C:23]2[CH:28]=[CH:27][C:26]([S:29]([NH:32][C:33](=[O:39])[O:34][C:35]([CH3:38])([CH3:37])[CH3:36])(=[O:31])=[O:30])=[CH:25][CH:24]=2)=[CH:19][CH:18]=1.[CH3:40][CH:41](O)[C:42]#[CH:43].C1C=CC(P(C2C=CC=CC=2)C2C=CC=CC=2)=CC=1. (3) Reactant: [CH2:1]([NH:3][CH2:4][CH2:5][NH:6][C:7]([C:9]1[C:13]([CH3:14])=[C:12]([CH:15]=O)[NH:11][C:10]=1[CH3:17])=[O:8])[CH3:2].[F:18][C:19]1[CH:20]=[C:21]2[C:25](=[CH:26][CH:27]=1)[NH:24][C:23](=[O:28])[CH2:22]2.N1CCCC1. Product: [CH2:1]([NH:3][CH2:4][CH2:5][NH:6][C:7]([C:9]1[C:13]([CH3:14])=[C:12](/[CH:15]=[C:22]2\[C:23](=[O:28])[NH:24][C:25]3[C:21]\2=[CH:20][C:19]([F:18])=[CH:27][CH:26]=3)[NH:11][C:10]=1[CH3:17])=[O:8])[CH3:2]. The catalyst class is: 8. (4) Reactant: [NH2:1][C:2]1[CH:18]=[CH:17][CH:16]=[C:15]([S:19][C:20]2[CH:25]=[CH:24][C:23]([N+:26]([O-:28])=[O:27])=[CH:22][CH:21]=2)[C:3]=1[C:4]([NH:6][C:7]1[CH:12]=[CH:11][CH:10]=[CH:9][C:8]=1[O:13][CH3:14])=[O:5].[C:29]1([S:35](Cl)(=[O:37])=[O:36])[CH:34]=[CH:33][CH:32]=[CH:31][CH:30]=1. Product: [CH3:14][O:13][C:8]1[CH:9]=[CH:10][CH:11]=[CH:12][C:7]=1[NH:6][C:4](=[O:5])[C:3]1[C:2]([NH:1][S:35]([C:29]2[CH:34]=[CH:33][CH:32]=[CH:31][CH:30]=2)(=[O:37])=[O:36])=[CH:18][CH:17]=[CH:16][C:15]=1[S:19][C:20]1[CH:21]=[CH:22][C:23]([N+:26]([O-:28])=[O:27])=[CH:24][CH:25]=1. The catalyst class is: 17. (5) Reactant: [CH2:1]1[C:9]2[C:4](=[CH:5][CH:6]=[CH:7][CH:8]=2)[CH2:3][CH:2]1[C:10]([NH:12][NH2:13])=[O:11].[OH-].[K+].[C:16](=S)=[S:17].Cl. Product: [CH2:1]1[C:9]2[C:4](=[CH:5][CH:6]=[CH:7][CH:8]=2)[CH2:3][CH:2]1[C:10]1[O:11][C:16]([SH:17])=[N:13][N:12]=1. The catalyst class is: 72. (6) Reactant: [NH2:1][C:2]1[CH:11]=[CH:10][C:5]([NH:6][C:7](=[O:9])[CH3:8])=[CH:4][CH:3]=1.F[C:13]1[C:18]([C:19]2[N:27]=[C:26]([CH3:28])[N:25]=[C:24]3[C:20]=2[N:21]=[CH:22][N:23]3[CH:29]2[CH2:34][CH2:33][CH2:32][CH2:31][O:30]2)=[CH:17][CH:16]=[CH:15][N:14]=1.C[Si](N[Si](C)(C)C)(C)C.[Li]. Product: [CH3:28][C:26]1[N:25]=[C:24]2[C:20]([N:21]=[CH:22][N:23]2[CH:29]2[CH2:34][CH2:33][CH2:32][CH2:31][O:30]2)=[C:19]([C:18]2[C:13]([NH:1][C:2]3[CH:3]=[CH:4][C:5]([NH:6][C:7](=[O:9])[CH3:8])=[CH:10][CH:11]=3)=[N:14][CH:15]=[CH:16][CH:17]=2)[N:27]=1. The catalyst class is: 598. (7) Reactant: [CH:1]([CH:4]1[CH2:8][C:7]([C:15]2[CH:20]=[CH:19][CH:18]=[CH:17][CH:16]=2)([C:9]2[CH:14]=[CH:13][CH:12]=[CH:11][CH:10]=2)[CH2:6][N:5]1C(OC(C)(C)C)=O)([CH3:3])[CH3:2].C(=O)(O)[O-].[Na+]. Product: [CH:1]([CH:4]1[CH2:8][C:7]([C:9]2[CH:14]=[CH:13][CH:12]=[CH:11][CH:10]=2)([C:15]2[CH:16]=[CH:17][CH:18]=[CH:19][CH:20]=2)[CH2:6][NH:5]1)([CH3:3])[CH3:2]. The catalyst class is: 157. (8) Reactant: [Cl:1][C:2]1[C:3]([CH3:12])=[C:4]([S:8](Cl)(=[O:10])=[O:9])[CH:5]=[CH:6][CH:7]=1.[NH:13]1[CH2:18][CH2:17][CH2:16][C@H:15]([NH:19]C(=O)OC(C)(C)C)[CH2:14]1.C(N(CC)C(C)C)(C)C. Product: [ClH:1].[Cl:1][C:2]1[C:3]([CH3:12])=[C:4]([S:8]([N:13]2[CH2:18][CH2:17][CH2:16][C@H:15]([NH2:19])[CH2:14]2)(=[O:10])=[O:9])[CH:5]=[CH:6][CH:7]=1. The catalyst class is: 10. (9) Reactant: [C:1]([NH:9][C@@H:10]1[CH2:15][CH2:14][CH2:13][N:12]([C:16]2[N:21]=[C:20]([NH:22][C:23]3[CH:28]=[CH:27][C:26]([N:29]4[CH2:34][CH2:33][N:32](C(OCC5C=CC=CC=5)=O)[CH2:31][CH2:30]4)=[CH:25][CH:24]=3)[C:19]([C:45](=[O:47])[NH2:46])=[CH:18][CH:17]=2)[CH2:11]1)(=[O:8])[C:2]1[CH:7]=[CH:6][CH:5]=[CH:4][CH:3]=1. Product: [C:1]([NH:9][C@@H:10]1[CH2:15][CH2:14][CH2:13][N:12]([C:16]2[CH:17]=[CH:18][C:19]([C:45]([NH2:46])=[O:47])=[C:20]([NH:22][C:23]3[CH:24]=[CH:25][C:26]([N:29]4[CH2:30][CH2:31][NH:32][CH2:33][CH2:34]4)=[CH:27][CH:28]=3)[N:21]=2)[CH2:11]1)(=[O:8])[C:2]1[CH:3]=[CH:4][CH:5]=[CH:6][CH:7]=1. The catalyst class is: 591.